From a dataset of Forward reaction prediction with 1.9M reactions from USPTO patents (1976-2016). Predict the product of the given reaction. Given the reactants [CH3:1][O:2][C:3](=[O:25])[CH2:4][C@@H:5]1[C@H:7]([C:8]([O:10][C:11]([C@H]2[C@@H](CC(=O)OC)C2(C)C)=O)=[O:9])[C:6]1([CH3:24])[CH3:23].[CH2:26]([N:28]1[CH2:33][CH2:32][N:31]([C:34]([C@:36]23[CH2:62][CH2:61][C@@H:60]([C:63]([CH3:65])=[CH2:64])[C@@H:37]2[C@@H:38]2[C@@:51]([CH3:54])([CH2:52][CH2:53]3)[C@@:50]3([CH3:55])[C@@H:41]([C@:42]4([CH3:59])[C@@H:47]([CH2:48][CH2:49]3)[C:46](C)([CH3:56])[C@@H:45](O)[CH2:44][CH2:43]4)[CH2:40][CH2:39]2)=[O:35])[CH2:30][CH2:29]1)[CH3:27], predict the reaction product. The product is: [CH3:1][O:2][C:3](=[O:25])[CH2:4][C@@H:5]1[C@H:7]([C:8]([O:10][C@H:11]2[CH2:44][CH2:43][C@@:42]3([CH3:59])[C@@H:47]([CH2:48][CH2:49][C@:50]4([CH3:55])[C@@H:41]3[CH2:40][CH2:39][C@H:38]3[C@@:51]4([CH3:54])[CH2:52][CH2:53][C@@:36]4([C:34]([N:31]5[CH2:30][CH2:29][N:28]([CH2:26][CH3:27])[CH2:33][CH2:32]5)=[O:35])[CH2:62][CH2:61][C@@H:60]([C:63]([CH3:65])=[CH2:64])[C@@H:37]43)[C:46]2([CH3:56])[CH3:45])=[O:9])[C:6]1([CH3:23])[CH3:24].